From a dataset of Forward reaction prediction with 1.9M reactions from USPTO patents (1976-2016). Predict the product of the given reaction. (1) Given the reactants [CH3:1][C:2]1[CH:9]=[CH:8][C:5]([C:6]#[N:7])=[CH:4][C:3]=1[N+:10]([O-:12])=[O:11].[Br:13]N1C(=O)CCC1=O.C(OOC(=O)C1C=CC=CC=1)(=O)C1C=CC=CC=1, predict the reaction product. The product is: [Br:13][CH2:1][C:2]1[CH:9]=[CH:8][C:5]([C:6]#[N:7])=[CH:4][C:3]=1[N+:10]([O-:12])=[O:11]. (2) Given the reactants Cl.[C:2]1([N:8]([C:10]2[CH:15]=[CH:14][CH:13]=[CH:12][CH:11]=2)[NH2:9])[CH:7]=[CH:6][CH:5]=[CH:4][CH:3]=1.[Cl:16][C:17]1[CH:22]=[CH:21][CH:20]=[CH:19][C:18]=1Br.CC([O-])(C)C.[Na+].C(NC(C)C)(C)C, predict the reaction product. The product is: [C:2]1([N:8]([C:10]2[CH:15]=[CH:14][CH:13]=[CH:12][CH:11]=2)[NH:9][C:18]2[CH:19]=[CH:20][CH:21]=[CH:22][C:17]=2[Cl:16])[CH:3]=[CH:4][CH:5]=[CH:6][CH:7]=1.